This data is from Reaction yield outcomes from USPTO patents with 853,638 reactions. The task is: Predict the reaction yield, written as a fraction of the theoretical maximum amount of product (1.0 means a 100% yield; for example, 0.34 means a 34% yield). (1) The reactants are [F:1][C:2]1[CH:7]=[CH:6][C:5]([CH2:8][C:9]2[C:10]([N:16]3[CH2:22][C:21]4[CH:23]=[C:24]([C:27]5[CH:35]=[CH:34][C:30]([C:31]([Cl:33])=[O:32])=[CH:29][CH:28]=5)[CH:25]=[CH:26][C:20]=4[O:19][CH2:18][CH2:17]3)=[N:11][CH:12]=[N:13][C:14]=2[CH3:15])=[CH:4][CH:3]=1.[CH3:36][NH2:37]. The catalyst is C1COCC1. The product is [ClH:33].[F:1][C:2]1[CH:7]=[CH:6][C:5]([CH2:8][C:9]2[C:10]([N:16]3[CH2:22][C:21]4[CH:23]=[C:24]([C:27]5[CH:35]=[CH:34][C:30]([C:31]([NH:37][CH3:36])=[O:32])=[CH:29][CH:28]=5)[CH:25]=[CH:26][C:20]=4[O:19][CH2:18][CH2:17]3)=[N:11][CH:12]=[N:13][C:14]=2[CH3:15])=[CH:4][CH:3]=1. The yield is 0.530. (2) The reactants are [CH2:1]([N:8]1[CH2:13][CH2:12][C:11]([CH2:14][CH2:15][CH2:16][OH:17])=[CH:10][CH2:9]1)[C:2]1[CH:7]=[CH:6][CH:5]=[CH:4][CH:3]=1.[H][H]. The catalyst is CO.O=[Pt]=O. The product is [CH2:1]([N:8]1[CH2:13][CH2:12][CH:11]([CH2:14][CH2:15][CH2:16][OH:17])[CH2:10][CH2:9]1)[C:2]1[CH:7]=[CH:6][CH:5]=[CH:4][CH:3]=1. The yield is 0.689. (3) The reactants are [Br-].[O:2]1CCO[CH:3]1[CH2:7][CH2:8][P+](C1C=CC=CC=1)(C1C=CC=CC=1)C1C=CC=CC=1.[H-].[Na+].CN(C)C=O.[CH2:35]([C:38]1[C:42]([CH:43]=O)=[CH:41][N:40]([C:45]2[CH:50]=[CH:49][C:48]([C:51]([F:54])([F:53])[F:52])=[CH:47][N:46]=2)[N:39]=1)[CH2:36][CH3:37]. The catalyst is O. The product is [CH2:35]([C:38]1[C:42]([CH2:43][CH2:8][CH2:7][CH:3]=[O:2])=[CH:41][N:40]([C:45]2[CH:50]=[CH:49][C:48]([C:51]([F:54])([F:53])[F:52])=[CH:47][N:46]=2)[N:39]=1)[CH2:36][CH3:37]. The yield is 0.780. (4) The reactants are [Cl:1][C:2]1[C:10]2[N:9]=[C:8]3[N:11]([C:15]4[C:20]([Cl:21])=[CH:19][C:18]([Cl:22])=[CH:17][N:16]=4)[CH2:12][CH2:13][CH2:14][N:7]3[C:6]=2[C:5]([CH:23]([OH:26])[CH2:24][CH3:25])=[CH:4][CH:3]=1.[CH:27]1([C:30](O)=[O:31])[CH2:29][CH2:28]1.C(N(CC)CC)C.Cl.C(N=C=NCCCN(C)C)C. The catalyst is CN(C)C1C=CN=CC=1.O1CCCC1.O. The product is [CH:27]1([C:30]([O:26][CH:23]([C:5]2[C:6]3[N:7]4[CH2:14][CH2:13][CH2:12][N:11]([C:15]5[C:20]([Cl:21])=[CH:19][C:18]([Cl:22])=[CH:17][N:16]=5)[C:8]4=[N:9][C:10]=3[C:2]([Cl:1])=[CH:3][CH:4]=2)[CH2:24][CH3:25])=[O:31])[CH2:29][CH2:28]1. The yield is 0.720. (5) The product is [CH2:1]([C:3]([C:21]1[CH:26]=[CH:25][C:24]([OH:27])=[C:23]([CH3:28])[CH:22]=1)([C:6]1[CH:11]=[CH:10][C:9](/[CH:12]=[CH:13]/[C:14]([CH2:15][CH3:16])([OH:17])[CH2:18][CH3:19])=[C:8]([CH3:20])[CH:7]=1)[CH2:4][CH3:5])[CH3:2]. The yield is 0.620. The catalyst is C1COCC1.[H-].[H-].[H-].[H-].[Li+].[Al+3]. The reactants are [CH2:1]([C:3]([C:21]1[CH:26]=[CH:25][C:24]([OH:27])=[C:23]([CH3:28])[CH:22]=1)([C:6]1[CH:11]=[CH:10][C:9]([C:12]#[C:13][C:14]([CH2:18][CH3:19])([OH:17])[CH2:15][CH3:16])=[C:8]([CH3:20])[CH:7]=1)[CH2:4][CH3:5])[CH3:2].O. (6) The reactants are [Br:1][C:2]1[CH:3]=[C:4](/[CH:9]=[CH:10]/[CH2:11][OH:12])[CH:5]=[C:6]([Br:8])[CH:7]=1.[CH2:13]([O:15][C@@H:16]([CH2:22][C:23]1[CH:28]=[CH:27][C:26](O)=[CH:25][CH:24]=1)[C:17]([O:19][CH2:20][CH3:21])=[O:18])[CH3:14]. No catalyst specified. The product is [Br:1][C:2]1[CH:3]=[C:4](/[CH:9]=[CH:10]/[CH2:11][O:12][C:26]2[CH:25]=[CH:24][C:23]([CH2:22][C@H:16]([O:15][CH2:13][CH3:14])[C:17]([O:19][CH2:20][CH3:21])=[O:18])=[CH:28][CH:27]=2)[CH:5]=[C:6]([Br:8])[CH:7]=1. The yield is 0.780.